From a dataset of Full USPTO retrosynthesis dataset with 1.9M reactions from patents (1976-2016). Predict the reactants needed to synthesize the given product. (1) Given the product [CH3:20][N:21]([CH3:26])[CH2:22][CH2:23][N:24]([CH3:25])[CH2:2][C:3]([NH:5][C:6]1[CH:19]=[CH:18][C:9]2[O:10][C:11]3[CH2:17][CH2:16][CH2:15][CH2:14][CH2:13][C:12]=3[C:8]=2[CH:7]=1)=[O:4], predict the reactants needed to synthesize it. The reactants are: Cl[CH2:2][C:3]([NH:5][C:6]1[CH:19]=[CH:18][C:9]2[O:10][C:11]3[CH2:17][CH2:16][CH2:15][CH2:14][CH2:13][C:12]=3[C:8]=2[CH:7]=1)=[O:4].[CH3:20][N:21]([CH3:26])[CH2:22][CH2:23][NH:24][CH3:25].C(=O)([O-])[O-].[Cs+].[Cs+]. (2) Given the product [C:10]([O:14][C:15](=[O:20])[NH:16][CH2:17][CH2:18][O:1][C:2]1[CH:9]=[CH:8][C:5]([CH:6]=[O:7])=[CH:4][CH:3]=1)([CH3:13])([CH3:12])[CH3:11], predict the reactants needed to synthesize it. The reactants are: [OH:1][C:2]1[CH:9]=[CH:8][C:5]([CH:6]=[O:7])=[CH:4][CH:3]=1.[C:10]([O:14][C:15](=[O:20])[NH:16][CH2:17][CH2:18]Br)([CH3:13])([CH3:12])[CH3:11].C(=O)([O-])[O-].[Cs+].[Cs+].[I-].[Na+]. (3) Given the product [C:28]1([S:34]([CH2:37][C:38]2[C:43]([C:44]([O:46][CH3:47])=[O:45])=[C:42]([C:68]3[N:64]([CH:59]4[CH2:60][CH2:61][CH2:62][CH2:63][O:58]4)[N:65]=[CH:66][CH:67]=3)[C:41]([CH2:56][CH3:57])=[CH:40][CH:39]=2)(=[O:36])=[O:35])[CH:33]=[CH:32][CH:31]=[CH:30][CH:29]=1, predict the reactants needed to synthesize it. The reactants are: C1(S(CC2C(C(OCC)=O)=C(O)C(C3C=COC=3)=CC=2)(=O)=O)C=CC=CC=1.[C:28]1([S:34]([CH2:37][C:38]2[C:43]([C:44]([O:46][CH3:47])=[O:45])=[C:42](OS(C(F)(F)F)(=O)=O)[C:41]([CH2:56][CH3:57])=[CH:40][CH:39]=2)(=[O:36])=[O:35])[CH:33]=[CH:32][CH:31]=[CH:30][CH:29]=1.[O:58]1[CH2:63][CH2:62][CH2:61][CH2:60][CH:59]1[N:64]1[C:68](B2OC(C)(C)C(C)(C)O2)=[CH:67][CH:66]=[N:65]1. (4) Given the product [CH3:23][C:16]1([CH3:22])[C:15]2[CH:14]=[C:13]([O:12][C:9]3[CH:8]=[CH:7][C:6]([N:5]4[C:3](=[O:4])[C@:2]([CH2:24][CH3:25])([CH3:26])[NH:1][C:32]4=[O:33])=[CH:11][CH:10]=3)[CH:21]=[CH:20][C:19]=2[CH2:18][O:17]1, predict the reactants needed to synthesize it. The reactants are: [NH2:1][C@:2]([CH3:26])([CH2:24][CH3:25])[C:3]([NH:5][C:6]1[CH:11]=[CH:10][C:9]([O:12][C:13]2[CH:14]=[C:15]3[C:19](=[CH:20][CH:21]=2)[CH2:18][O:17][C:16]3([CH3:23])[CH3:22])=[CH:8][CH:7]=1)=[O:4].C1N=CN([C:32](N2C=NC=C2)=[O:33])C=1.C(O)(=O)CC(CC(O)=O)(C(O)=O)O. (5) Given the product [NH2:1][C:2]1[C:11]([F:12])=[C:10]([N:27]2[CH2:28][CH2:29][CH:24]([NH2:23])[CH:25]([CH3:30])[CH2:26]2)[C:9]([O:14][CH3:15])=[C:8]2[C:3]=1[C:4](=[O:22])[C:5]([C:19]([OH:21])=[O:20])=[CH:6][N:7]2[CH:16]1[CH2:18][CH2:17]1, predict the reactants needed to synthesize it. The reactants are: [NH2:1][C:2]1[C:11]([F:12])=[C:10](F)[C:9]([O:14][CH3:15])=[C:8]2[C:3]=1[C:4](=[O:22])[C:5]([C:19]([OH:21])=[O:20])=[CH:6][N:7]2[CH:16]1[CH2:18][CH2:17]1.[NH2:23][CH:24]1[CH2:29][CH2:28][NH:27][CH2:26][CH:25]1[CH3:30]. (6) Given the product [Cl:9][CH2:10][CH2:11][CH2:12][CH2:13][C:14]1([CH3:2])[O:16][CH2:15]1, predict the reactants needed to synthesize it. The reactants are: [I-].[CH3:2][S+](C)(C)=O.[H-].[Na+].[Cl:9][CH2:10][CH2:11][CH2:12][CH2:13][C:14](=[O:16])[CH3:15].